Dataset: Reaction yield outcomes from USPTO patents with 853,638 reactions. Task: Predict the reaction yield, written as a fraction of the theoretical maximum amount of product (1.0 means a 100% yield; for example, 0.34 means a 34% yield). (1) The reactants are [C:1]12([CH2:11][O:12][C:13]3[C:46]([CH:47]4[CH2:49][CH2:48]4)=[CH:45][C:16]([C:17]([NH:19][S:20]([N:23]4[CH2:26][CH:25]([O:27][Si](C(C)(C)C)(C5C=CC=CC=5)C5C=CC=CC=5)[CH2:24]4)(=[O:22])=[O:21])=[O:18])=[C:15]([F:50])[CH:14]=3)[CH2:10][CH:5]3[CH2:6][CH:7]([CH2:9][CH:3]([CH2:4]3)[CH2:2]1)[CH2:8]2.[F-].C([N+](CCCC)(CCCC)CCCC)CCC. The catalyst is ClCCl. The product is [C:1]12([CH2:11][O:12][C:13]3[C:46]([CH:47]4[CH2:48][CH2:49]4)=[CH:45][C:16]([C:17]([NH:19][S:20]([N:23]4[CH2:26][CH:25]([OH:27])[CH2:24]4)(=[O:22])=[O:21])=[O:18])=[C:15]([F:50])[CH:14]=3)[CH2:2][CH:3]3[CH2:4][CH:5]([CH2:6][CH:7]([CH2:9]3)[CH2:8]1)[CH2:10]2. The yield is 0.360. (2) The reactants are C([O:3][C:4]([C:6]1[N:7]=[C:8]([Br:16])[S:9][C:10]=1[C:11](OCC)=[O:12])=O)C.CC(C[AlH]CC(C)C)C.CO.[C@H](O)(C([O-])=O)[C@@H](O)C([O-])=O.[Na+].[K+]. The catalyst is C1(C)C=CC=CC=1. The product is [Br:16][C:8]1[S:9][C:10]([CH2:11][OH:12])=[C:6]([CH2:4][OH:3])[N:7]=1. The yield is 0.490. (3) The reactants are C(=O)(OC)[O:2][C:3]1[CH:8]=[C:7]([N+:9]([O-:11])=[O:10])[C:6]([F:12])=[CH:5][C:4]=1[C:13]([CH3:16])([CH3:15])[CH3:14].N1CCCCC1. The catalyst is C(Cl)Cl. The product is [C:13]([C:4]1[CH:5]=[C:6]([F:12])[C:7]([N+:9]([O-:11])=[O:10])=[CH:8][C:3]=1[OH:2])([CH3:16])([CH3:14])[CH3:15]. The yield is 0.620. (4) The reactants are C1(C(=[N:14][CH:15]([CH2:23][CH2:24][C:25]([F:28])([F:27])[F:26])[C:16]([O:18]C(C)(C)C)=[O:17])C2C=CC=CC=2)C=CC=CC=1.[ClH:29]. No catalyst specified. The product is [ClH:29].[NH2:14][CH:15]([CH2:23][CH2:24][C:25]([F:26])([F:27])[F:28])[C:16]([OH:18])=[O:17]. The yield is 0.900.